Predict which catalyst facilitates the given reaction. From a dataset of Catalyst prediction with 721,799 reactions and 888 catalyst types from USPTO. (1) Reactant: Br[CH2:2][C:3]([C@H:5]1[CH2:9][N:8]([C:10]2[CH:15]=[CH:14][C:13]([O:16][CH2:17][C:18]3[CH:23]=[CH:22][CH:21]=[C:20]([F:24])[CH:19]=3)=[CH:12][CH:11]=2)[C:7](=[O:25])[CH2:6]1)=O.[C:26]([NH2:29])(=[S:28])[CH3:27]. Product: [F:24][C:20]1[CH:19]=[C:18]([CH:23]=[CH:22][CH:21]=1)[CH2:17][O:16][C:13]1[CH:12]=[CH:11][C:10]([N:8]2[CH2:9][C@H:5]([C:3]3[N:29]=[C:26]([CH3:27])[S:28][CH:2]=3)[CH2:6][C:7]2=[O:25])=[CH:15][CH:14]=1. The catalyst class is: 7. (2) Reactant: [C:1]([N:5]1[CH2:10][CH2:9][N:8]([C:11](OC(C)(C)C)=[O:12])[C@@H:7]([C:18]([N:20]2[CH2:25][CH2:24][NH:23][CH2:22][CH2:21]2)=[O:19])[CH2:6]1)([CH3:4])([CH3:3])[CH3:2].[Cl:26][C:27]1[CH:32]=[CH:31][C:30]([NH:33][C:34](=[O:42])OC2C=CC=CC=2)=[CH:29][C:28]=1[CH3:43]. Product: [NH3:5].[CH3:11][OH:12].[C:1]([N:5]1[CH2:10][CH2:9][NH:8][C@@H:7]([C:18]([N:20]2[CH2:25][CH2:24][N:23]([C:34]([NH:33][C:30]3[CH:31]=[CH:32][C:27]([Cl:26])=[C:28]([CH3:43])[CH:29]=3)=[O:42])[CH2:22][CH2:21]2)=[O:19])[CH2:6]1)([CH3:4])([CH3:2])[CH3:3]. The catalyst class is: 2. (3) Reactant: Cl[C:2]1[CH:7]=[C:6]([Cl:8])[N:5]=[C:4]([CH3:9])[N:3]=1.[CH3:10][C:11]1[N:15]=[C:14]([CH3:16])[NH:13][N:12]=1.C([O-])([O-])=O.[Cs+].[Cs+].O. Product: [Cl:8][C:6]1[CH:7]=[C:2]([N:12]2[C:11]([CH3:10])=[N:15][C:14]([CH3:16])=[N:13]2)[N:3]=[C:4]([CH3:9])[N:5]=1. The catalyst class is: 3.